From a dataset of Reaction yield outcomes from USPTO patents with 853,638 reactions. Predict the reaction yield, written as a fraction of the theoretical maximum amount of product (1.0 means a 100% yield; for example, 0.34 means a 34% yield). The reactants are [C:1]([N:5]1[CH:9]=[C:8]2[O:10][C:11]3([CH2:31][CH:32]([OH:33])[C:7]2=[N:6]1)[CH2:16][CH2:15][N:14]([C:17]([C:19]1[CH:24]=[CH:23][C:22]([O:25][CH:26]([CH3:28])[CH3:27])=[C:21]([O:29][CH3:30])[CH:20]=1)=[O:18])[CH2:13][CH2:12]3)([CH3:4])([CH3:3])[CH3:2].[CH:34](O)([CH3:36])[CH3:35].FC(F)(F)S(OS(C(F)(F)F)(=O)=O)(=O)=O.C([O-])(O)=O.[Na+]. No catalyst specified. The product is [C:1]([N:5]1[CH:9]=[C:8]2[O:10][C:11]3([CH2:16][CH2:15][N:14]([C:17]([C:19]4[CH:24]=[CH:23][C:22]([O:25][CH:26]([CH3:27])[CH3:28])=[C:21]([O:29][CH3:30])[CH:20]=4)=[O:18])[CH2:13][CH2:12]3)[CH2:31][CH:32]([O:33][CH:34]([CH3:36])[CH3:35])[C:7]2=[N:6]1)([CH3:3])([CH3:2])[CH3:4]. The yield is 0.360.